Dataset: Full USPTO retrosynthesis dataset with 1.9M reactions from patents (1976-2016). Task: Predict the reactants needed to synthesize the given product. (1) Given the product [Br:11][C:10]1[C:5]([C:3]2[N:4]=[C:17]([C:16]3[CH:19]=[CH:20][CH:21]=[C:14]([O:13][CH3:12])[C:15]=3[OH:22])[NH:1][N:2]=2)=[N:6][CH:7]=[CH:8][CH:9]=1, predict the reactants needed to synthesize it. The reactants are: [NH2:1][NH:2][C:3]([C:5]1[C:10]([Br:11])=[CH:9][CH:8]=[CH:7][N:6]=1)=[NH:4].[CH3:12][O:13][C:14]1[C:15]([OH:22])=[C:16]([CH:19]=[CH:20][CH:21]=1)[CH:17]=O. (2) Given the product [F:38][C:29]1[C:30]([C:34]([O:36][CH3:37])=[O:35])=[N:31][CH:32]=[CH:33][C:17]=1[S:16][C:13]1[S:12][C:11]([NH:10][C:7]2[CH:6]=[CH:5][C:4]([CH2:3][O:2][CH3:1])=[CH:9][N:8]=2)=[N:15][CH:14]=1, predict the reactants needed to synthesize it. The reactants are: [CH3:1][O:2][CH2:3][C:4]1[CH:5]=[CH:6][C:7]([NH:10][C:11]2[S:12][C:13]([S:16][C:17]#N)=[CH:14][N:15]=2)=[N:8][CH:9]=1.SC[C@H]([C@@H](CS)O)O.ClC1[CH:33]=[CH:32][N:31]=[C:30]([C:34]([O:36][CH3:37])=[O:35])[C:29]=1[F:38].[OH-].[Na+].